From a dataset of Catalyst prediction with 721,799 reactions and 888 catalyst types from USPTO. Predict which catalyst facilitates the given reaction. (1) Reactant: [CH3:1][S:2](OCC1C=CC=C(C2N=C(N3CCOCC3)C3=CC(CN(C)C)=CN3N=2)C=1)(=[O:4])=[O:3].[NH2:32][CH2:33][C:34]1[CH:35]=[C:36]([C:40]2[N:45]=[C:44]([N:46]3[CH2:51][CH2:50][O:49][CH2:48][CH2:47]3)[C:43]3=[CH:52][C:53]([CH2:55][N:56]([CH3:58])[CH3:57])=[CH:54][N:42]3[N:41]=2)[CH:37]=[CH:38][CH:39]=1.ClCCl. Product: [CH3:57][N:56]([CH2:55][C:53]1[CH:52]=[C:43]2[N:42]([CH:54]=1)[N:41]=[C:40]([C:36]1[CH:35]=[C:34]([CH:39]=[CH:38][CH:37]=1)[CH2:33][NH:32][S:2]([CH3:1])(=[O:4])=[O:3])[N:45]=[C:44]2[N:46]1[CH2:47][CH2:48][O:49][CH2:50][CH2:51]1)[CH3:58]. The catalyst class is: 5. (2) Reactant: [ClH:1].[CH3:2][O:3][C:4]1[C:9]2[CH2:10][O:11][C@@H:12]3[C@H:16]([C:8]=2[CH:7]=[CH:6][CH:5]=1)[CH2:15][N:14](C(OC(C)(C)C)=O)[CH2:13]3. Product: [ClH:1].[CH3:2][O:3][C:4]1[C:9]2[CH2:10][O:11][C@@H:12]3[C@H:16]([C:8]=2[CH:7]=[CH:6][CH:5]=1)[CH2:15][NH:14][CH2:13]3. The catalyst class is: 169. (3) Reactant: [N+:1]([C:4]1[CH:5]=[C:6]2[C:10](=[CH:11][CH:12]=1)[N:9]([CH:13]1[CH2:18][CH2:17][N:16]([C:19]([O:21][C:22]([CH3:25])([CH3:24])[CH3:23])=[O:20])[CH2:15][CH2:14]1)[N:8]=[CH:7]2)([O-])=O.[H][H]. Product: [NH2:1][C:4]1[CH:5]=[C:6]2[C:10](=[CH:11][CH:12]=1)[N:9]([CH:13]1[CH2:18][CH2:17][N:16]([C:19]([O:21][C:22]([CH3:25])([CH3:24])[CH3:23])=[O:20])[CH2:15][CH2:14]1)[N:8]=[CH:7]2. The catalyst class is: 63. (4) Reactant: [C:1]1([N:7]2[C:11]3[CH2:12][NH:13][CH2:14][CH2:15][C:10]=3[N:9]=[CH:8]2)[CH:6]=[CH:5][CH:4]=[CH:3][CH:2]=1.[Cl:16][C:17]1[CH:22]=[CH:21][CH:20]=[C:19]([N:23]=[C:24]=[O:25])[CH:18]=1.O. Product: [Cl:16][C:17]1[CH:18]=[C:19]([NH:23][C:24]([N:13]2[CH2:14][CH2:15][C:10]3[N:9]=[CH:8][N:7]([C:1]4[CH:2]=[CH:3][CH:4]=[CH:5][CH:6]=4)[C:11]=3[CH2:12]2)=[O:25])[CH:20]=[CH:21][CH:22]=1. The catalyst class is: 2. (5) Reactant: [CH3:1][N:2]1[C:11]2[C:6](=[CH:7][CH:8]=[CH:9][C:10]=2[C:12]([OH:14])=O)[CH2:5][CH2:4][CH2:3]1.[NH2:15][C:16]1[CH:21]=[CH:20][C:19]([CH2:22][C:23]([NH:25][C:26]2[CH:31]=[CH:30][CH:29]=[CH:28][N:27]=2)=[O:24])=[CH:18][CH:17]=1.ON1C2C=CC=CC=2N=N1.CN(C)CCCN=C=NCC. Product: [CH3:1][N:2]1[C:11]2[C:6](=[CH:7][CH:8]=[CH:9][C:10]=2[C:12]([NH:15][C:16]2[CH:17]=[CH:18][C:19]([CH2:22][C:23](=[O:24])[NH:25][C:26]3[CH:31]=[CH:30][CH:29]=[CH:28][N:27]=3)=[CH:20][CH:21]=2)=[O:14])[CH2:5][CH2:4][CH2:3]1. The catalyst class is: 255.